This data is from Catalyst prediction with 721,799 reactions and 888 catalyst types from USPTO. The task is: Predict which catalyst facilitates the given reaction. (1) Reactant: [C:1]1([C:15]2[CH:20]=[CH:19][CH:18]=[CH:17][CH:16]=2)[CH:6]=[CH:5][C:4]([CH2:7][C@H:8]2[NH:12][C:11](=[O:13])[C@@H:10]([CH3:14])[CH2:9]2)=[CH:3][CH:2]=1.C(OC(=O)[C@H](C)C[C@H:27]([N:41]1[C:45](=O)[CH2:44][CH2:43][C:42]1=O)CC1C=CC(C2C=CC=CC=2)=CC=1)C.C([Li])CCC.[C:55](Cl)(=[O:60])[C:56]([CH3:59])([CH3:58])[CH3:57]. Product: [C:1]1([C:15]2[CH:16]=[CH:17][CH:18]=[CH:19][CH:20]=2)[CH:2]=[CH:3][C:4]([CH2:7][C@H:8]2[N:12]([C:55](=[O:60])[C:56]([CH3:59])([CH3:58])[CH3:57])[C:11](=[O:13])[C@@H:10]([CH3:14])[CH2:9]2)=[CH:5][CH:6]=1.[C:1]1([C:15]2[CH:16]=[CH:17][CH:18]=[CH:19][CH:20]=2)[CH:2]=[CH:3][C:4]([CH2:7][C@H:8]2[N:12]([CH2:27][N:41]3[CH2:45][CH2:44][CH2:43][CH2:42]3)[C:11](=[O:13])[C@H:10]([CH3:14])[CH2:9]2)=[CH:5][CH:6]=1. The catalyst class is: 1. (2) The catalyst class is: 2. Reactant: [F:1][C:2]1[CH:7]=[CH:6][CH:5]=[CH:4][C:3]=1[CH2:8][C:9]([OH:11])=O.[NH2:12][C:13]1[CH:17]=[C:16]([Cl:18])[N:15]([C:19]2[CH:24]=[CH:23][C:22]([O:25][CH3:26])=[CH:21][CH:20]=2)[C:14]=1[C:27]([O:29][CH2:30][CH3:31])=[O:28].C(Cl)CCl.C1C=CC2N(O)N=NC=2C=1.C(N(CC)CC)C. Product: [Cl:18][C:16]1[N:15]([C:19]2[CH:20]=[CH:21][C:22]([O:25][CH3:26])=[CH:23][CH:24]=2)[C:14]([C:27]([O:29][CH2:30][CH3:31])=[O:28])=[C:13]([NH:12][C:9](=[O:11])[CH2:8][C:3]2[CH:4]=[CH:5][CH:6]=[CH:7][C:2]=2[F:1])[CH:17]=1. (3) Reactant: [F:1][C:2]1[CH:3]=[C:4]([CH:6]=[CH:7][C:8]=1[N:9]1[CH:13]=[C:12]([CH3:14])[N:11]=[CH:10]1)[NH2:5].Br[C:16]1[N:32]=[C:19]2[C:20]([C:24]3[CH:29]=[CH:28][C:27]([F:30])=[CH:26][C:25]=3[Cl:31])=[CH:21][CH:22]=[CH:23][N:18]2[N:17]=1.C1(P(C2C=CC=CC=2)C2C3OC4C(=CC=CC=4P(C4C=CC=CC=4)C4C=CC=CC=4)C(C)(C)C=3C=CC=2)C=CC=CC=1.[O-]C1C=CC=CC=1.[Na+]. Product: [Cl:31][C:25]1[CH:26]=[C:27]([F:30])[CH:28]=[CH:29][C:24]=1[C:20]1[C:19]2[N:18]([N:17]=[C:16]([NH:5][C:4]3[CH:6]=[CH:7][C:8]([N:9]4[CH:13]=[C:12]([CH3:14])[N:11]=[CH:10]4)=[C:2]([F:1])[CH:3]=3)[N:32]=2)[CH:23]=[CH:22][CH:21]=1. The catalyst class is: 12. (4) Reactant: [C:1]([O:5][C:6]([NH:8][C@@H:9]([C@H:13]([C:17]1[CH:22]=[CH:21][C:20]([C:23]2[CH:28]=[CH:27][C:26]([F:29])=[CH:25][CH:24]=2)=[CH:19][CH:18]=1)/[CH:14]=[CH:15]/[CH3:16])[C:10]([OH:12])=O)=[O:7])([CH3:4])([CH3:3])[CH3:2].C(Cl)CCl.C1C=CC2N(O)N=NC=2C=1.Cl.[F:45][C@H:46]1[CH2:50][CH2:49][NH:48][CH2:47]1.CCN(C(C)C)C(C)C. Product: [C:1]([O:5][C:6]([NH:8][C@@H:9]([C@H:13]([C:17]1[CH:18]=[CH:19][C:20]([C:23]2[CH:24]=[CH:25][C:26]([F:29])=[CH:27][CH:28]=2)=[CH:21][CH:22]=1)[CH:14]=[CH:15][CH3:16])[C:10]([N:48]1[CH2:49][CH2:50][C@H:46]([F:45])[CH2:47]1)=[O:12])=[O:7])([CH3:2])([CH3:4])[CH3:3]. The catalyst class is: 4.